This data is from Catalyst prediction with 721,799 reactions and 888 catalyst types from USPTO. The task is: Predict which catalyst facilitates the given reaction. Reactant: Cl[C:2]1[CH:3]=[CH:4][C:5]2[N:6]=[CH:7][N:8]3[C:16]4[CH:15]=[CH:14][CH:13]=[C:12]([F:17])[C:11]=4[CH:10]=[C:9]3[C:18]=2[N:19]=1.[CH3:20][NH:21][C:22]([C:24]1[C:28]2[CH:29]=[C:30](B3OC(C)(C)C(C)(C)O3)[C:31]([N:33]([CH3:38])[S:34]([CH3:37])(=[O:36])=[O:35])=[CH:32][C:27]=2[O:26][C:25]=1[C:48]1[CH:49]=[N:50][C:51]([C:54]([F:57])([F:56])[F:55])=[CH:52][CH:53]=1)=[O:23].C([O-])([O-])=O.[Na+].[Na+].CC(C1C=C(C(C)C)C(C2C=CC=CC=2P(C2CCCCC2)C2CCCCC2)=C(C(C)C)C=1)C. Product: [F:17][C:12]1[C:11]2[CH:10]=[C:9]3[C:18]4[N:19]=[C:2]([C:30]5[C:31]([N:33]([CH3:38])[S:34]([CH3:37])(=[O:36])=[O:35])=[CH:32][C:27]6[O:26][C:25]([C:48]7[CH:49]=[N:50][C:51]([C:54]([F:55])([F:57])[F:56])=[CH:52][CH:53]=7)=[C:24]([C:22]([NH:21][CH3:20])=[O:23])[C:28]=6[CH:29]=5)[CH:3]=[CH:4][C:5]=4[N:6]=[CH:7][N:8]3[C:16]=2[CH:15]=[CH:14][CH:13]=1. The catalyst class is: 333.